From a dataset of Forward reaction prediction with 1.9M reactions from USPTO patents (1976-2016). Predict the product of the given reaction. (1) The product is: [O:30]1[CH2:31][CH2:32][CH2:33][CH2:34][CH:35]1[O:1][C:2]1[CH:3]=[C:4]([CH:9]=[C:10]([O:12][CH:16]2[CH2:17][CH2:18][CH2:13][CH2:23][O:36]2)[CH:11]=1)[C:5]([O:7][CH3:8])=[O:6]. Given the reactants [OH:1][C:2]1[CH:3]=[C:4]([CH:9]=[C:10]([OH:12])[CH:11]=1)[C:5]([O:7][CH3:8])=[O:6].[C:13]1([CH3:23])[CH:18]=[CH:17][C:16](S([O-])(=O)=O)=CC=1.[NH+]1C=CC=CC=1.[O:30]1[CH:35]=[CH:34][CH2:33][CH2:32][CH2:31]1.[OH-:36].[Na+], predict the reaction product. (2) Given the reactants N(OC(C)(C)C)=O.N[C:9]1[C:18]([O:19][CH:20]([CH3:22])[CH3:21])=[CH:17][C:12]([C:13]([O:15][CH3:16])=[O:14])=[CH:11][C:10]=1[O:23][CH:24]([CH3:26])[CH3:25].[ClH:27], predict the reaction product. The product is: [Cl:27][C:9]1[C:18]([O:19][CH:20]([CH3:22])[CH3:21])=[CH:17][C:12]([C:13]([O:15][CH3:16])=[O:14])=[CH:11][C:10]=1[O:23][CH:24]([CH3:26])[CH3:25]. (3) Given the reactants [C:1]([N:8]1[CH2:12][CH2:11][C@@H:10]([OH:13])[CH2:9]1)([O:3][C:4]([CH3:7])([CH3:6])[CH3:5])=[O:2].[C:14]1(O)[CH:19]=[CH:18][CH:17]=[CH:16][CH:15]=1.C1(P(C2C=CC=CC=2)C2C=CC=CC=2)C=CC=CC=1, predict the reaction product. The product is: [O:13]([C@H:10]1[CH2:11][CH2:12][N:8]([C:1]([O:3][C:4]([CH3:7])([CH3:6])[CH3:5])=[O:2])[CH2:9]1)[C:14]1[CH:19]=[CH:18][CH:17]=[CH:16][CH:15]=1. (4) Given the reactants [CH:1](=[O:7])[CH2:2][CH2:3][CH2:4][CH2:5][CH3:6].[CH2:8]([OH:11])[CH:9]=[CH2:10].S([O-])([O-])(=O)=O.[Mg+2].O.[CH3:19][CH2:20][CH2:21]CCC, predict the reaction product. The product is: [CH2:21]([O:7][CH:1]([O:11][CH2:8][CH:9]=[CH2:10])[CH2:2][CH2:3][CH2:4][CH2:5][CH3:6])[CH:20]=[CH2:19].